From a dataset of Catalyst prediction with 721,799 reactions and 888 catalyst types from USPTO. Predict which catalyst facilitates the given reaction. (1) Reactant: [OH:1][CH2:2][C:3]1[CH:4]=[C:5]([C:15](=[O:17])[CH3:16])[CH:6]=[N:7][C:8]=1[O:9][CH2:10][C:11]([F:14])([F:13])[F:12].[C:18](OC(=O)C)(=[O:20])[CH3:19].C(N(CC)CC)C.O. Product: [C:18]([O:1][CH2:2][C:3]1[C:8]([O:9][CH2:10][C:11]([F:12])([F:13])[F:14])=[N:7][CH:6]=[C:5]([C:15](=[O:17])[CH3:16])[CH:4]=1)(=[O:20])[CH3:19]. The catalyst class is: 4. (2) Reactant: [F:1][C:2]1[C:7]([F:8])=[C:6](OS(C(F)(F)F)(=O)=O)[CH:5]=[CH:4][C:3]=1[C:17]1[S:21][C:20]([N:22]2[CH2:25][C:24]3([CH2:30][CH2:29][N:28]([C:31]([O:33][C:34]([CH3:37])([CH3:36])[CH3:35])=[O:32])[CH2:27][CH2:26]3)[CH2:23]2)=[N:19][N:18]=1.CC1(C)C(C)(C)OB([C:46]2[CH:47]=[N:48][NH:49][CH:50]=2)O1.C([O-])([O-])=O.[Na+].[Na+]. Product: [F:1][C:2]1[C:7]([F:8])=[C:6]([C:46]2[CH:47]=[N:48][NH:49][CH:50]=2)[CH:5]=[CH:4][C:3]=1[C:17]1[S:21][C:20]([N:22]2[CH2:25][C:24]3([CH2:30][CH2:29][N:28]([C:31]([O:33][C:34]([CH3:35])([CH3:37])[CH3:36])=[O:32])[CH2:27][CH2:26]3)[CH2:23]2)=[N:19][N:18]=1. The catalyst class is: 70. (3) Reactant: [Cl:1][C:2]1[CH:3]=[C:4]([CH:7]=[C:8](F)[CH:9]=1)[C:5]#[N:6].[CH3:11][N:12]1[CH2:17][CH2:16][NH:15][CH2:14][CH2:13]1.C([O-])([O-])=O.[K+].[K+]. Product: [Cl:1][C:2]1[CH:3]=[C:4]([CH:7]=[C:8]([N:15]2[CH2:16][CH2:17][N:12]([CH3:11])[CH2:13][CH2:14]2)[CH:9]=1)[C:5]#[N:6]. The catalyst class is: 16. (4) Reactant: [C:1]([C:3]1[CH:4]=[C:5]([C:13]2[N:23]=[CH:22][CH:21]=[CH:20][C:14]=2[C:15]([O:17][CH2:18][CH3:19])=[O:16])[CH:6]=[CH:7][C:8]=1OCOC)#[N:2].[ClH:24].[O:25]1CCOCC1. Product: [ClH:24].[C:1]([C:3]1[C:4]([OH:25])=[C:5]([C:13]2[N:23]=[CH:22][CH:21]=[CH:20][C:14]=2[C:15]([O:17][CH2:18][CH3:19])=[O:16])[CH:6]=[CH:7][CH:8]=1)#[N:2]. The catalyst class is: 4.